Dataset: Forward reaction prediction with 1.9M reactions from USPTO patents (1976-2016). Task: Predict the product of the given reaction. Given the reactants [CH2:1]([N:6]1[C:10](=[O:11])[CH2:9][S:8][CH:7]1[C:12]1[CH:17]=[CH:16][CH:15]=[CH:14][CH:13]=1)[CH2:2][CH:3]([CH3:5])[CH3:4].[Li+].CC([N-]C(C)C)C.[Li]CCCC.C(NC(C)C)(C)C.[C:38]([O:42][CH2:43][CH3:44])(=[O:41])[CH:39]=O.Cl, predict the reaction product. The product is: [CH2:1]([N:6]1[C:10](=[O:11])[C:9](=[CH:39][C:38]([O:42][CH2:43][CH3:44])=[O:41])[S:8][CH:7]1[C:12]1[CH:17]=[CH:16][CH:15]=[CH:14][CH:13]=1)[CH2:2][CH:3]([CH3:5])[CH3:4].